Dataset: Reaction yield outcomes from USPTO patents with 853,638 reactions. Task: Predict the reaction yield, written as a fraction of the theoretical maximum amount of product (1.0 means a 100% yield; for example, 0.34 means a 34% yield). (1) The reactants are Br[C:2]1[C:25]([F:26])=[CH:24][C:5]2[O:6][C:7]([C:16]3[CH:21]=[CH:20][C:19]([Cl:22])=[CH:18][C:17]=3[Cl:23])([C:9]3[CH:14]=[CH:13][C:12]([F:15])=[CH:11][CH:10]=3)[O:8][C:4]=2[CH:3]=1.C([Li])CCC.[C:32](=[O:34])=[O:33]. The catalyst is C(OCC)C. The product is [Cl:23][C:17]1[CH:18]=[C:19]([Cl:22])[CH:20]=[CH:21][C:16]=1[C:7]1([C:9]2[CH:10]=[CH:11][C:12]([F:15])=[CH:13][CH:14]=2)[O:6][C:5]2[CH:24]=[C:25]([F:26])[C:2]([C:32]([OH:34])=[O:33])=[CH:3][C:4]=2[O:8]1. The yield is 0.690. (2) The reactants are [Br:1][C:2]1[C:10]2[C:6](=[C:7]3[NH:14][C:13](=[O:15])[CH:12]=[C:11]([CH:16]4[CH2:21][CH2:20][N:19](C(OC(C)(C)C)=O)[CH2:18][CH2:17]4)[N:8]3[N:9]=2)[CH:5]=[CH:4][CH:3]=1.[ClH:29]. The product is [ClH:29].[Br:1][C:2]1[C:10]2[C:6](=[C:7]3[NH:14][C:13](=[O:15])[CH:12]=[C:11]([CH:16]4[CH2:21][CH2:20][NH:19][CH2:18][CH2:17]4)[N:8]3[N:9]=2)[CH:5]=[CH:4][CH:3]=1. The yield is 0.940. The catalyst is CO.O1CCOCC1. (3) The reactants are [N:1]1[CH:6]=[CH:5][CH:4]=[C:3]([CH2:7][C:8]([NH:19]C(=O)C)(C(OCC)=O)[C:9]([O:11][CH2:12]C)=[O:10])[CH:2]=1.[ClH:23]. No catalyst specified. The product is [ClH:23].[ClH:23].[CH3:12][O:11][C:9](=[O:10])[C@H:8]([CH2:7][C:3]1[CH:2]=[N:1][CH:6]=[CH:5][CH:4]=1)[NH2:19]. The yield is 1.00. (4) The reactants are [CH2:1]([N:8]1[CH2:13][CH2:12][N:11]([CH2:14][CH2:15][CH2:16][NH2:17])[CH2:10][CH2:9]1)[C:2]1[CH:7]=[CH:6][CH:5]=[CH:4][CH:3]=1.[CH:18]1([C:24](Cl)=[O:25])[CH2:23][CH2:22][CH2:21][CH2:20][CH2:19]1.C(N(CC)CC)C.C1C=C2C(C(O)(O)C(=O)C2=CC=1)=O. The catalyst is ClCCl.CO.C(Cl)Cl. The product is [CH2:1]([N:8]1[CH2:9][CH2:10][N:11]([CH2:14][CH2:15][CH2:16][NH:17][C:24]([CH:18]2[CH2:23][CH2:22][CH2:21][CH2:20][CH2:19]2)=[O:25])[CH2:12][CH2:13]1)[C:2]1[CH:3]=[CH:4][CH:5]=[CH:6][CH:7]=1. The yield is 0.590. (5) The reactants are [Cl:1][C:2]1[C:7]([F:8])=[CH:6][CH:5]=[CH:4][C:3]=1[C:9](=O)[CH3:10].[CH3:12][C:13]([S@:16]([NH2:18])=[O:17])([CH3:15])[CH3:14]. The catalyst is O1CCCC1.[Cl-].[Na+].O.CCOC(C)=O.CC(C)[O-].[Ti+4].CC(C)[O-].CC(C)[O-].CC(C)[O-]. The product is [Cl:1][C:2]1[C:7]([F:8])=[CH:6][CH:5]=[CH:4][C:3]=1/[C:9](=[N:18]\[S@@:16]([C:13]([CH3:15])([CH3:14])[CH3:12])=[O:17])/[CH3:10]. The yield is 0.820. (6) The reactants are [C:1]([O:5][C:6]([N:8]1[CH2:13][CH2:12][CH:11]([OH:14])[CH2:10][CH2:9]1)=[O:7])([CH3:4])([CH3:3])[CH3:2].[H-].[Na+].Cl[C:18]1[C:19]2[O:26][N:25]=[C:24]([C:27]3[CH:32]=[CH:31][C:30]([S:33]([CH3:36])(=[O:35])=[O:34])=[CH:29][CH:28]=3)[C:20]=2[N:21]=[CH:22][N:23]=1. The catalyst is C1COCC1. The product is [C:1]([O:5][C:6]([N:8]1[CH2:13][CH2:12][CH:11]([O:14][C:18]2[C:19]3[O:26][N:25]=[C:24]([C:27]4[CH:28]=[CH:29][C:30]([S:33]([CH3:36])(=[O:34])=[O:35])=[CH:31][CH:32]=4)[C:20]=3[N:21]=[CH:22][N:23]=2)[CH2:10][CH2:9]1)=[O:7])([CH3:4])([CH3:2])[CH3:3]. The yield is 0.610.